From a dataset of Full USPTO retrosynthesis dataset with 1.9M reactions from patents (1976-2016). Predict the reactants needed to synthesize the given product. (1) The reactants are: [CH2:1]([C:3]1[C:7]([C:8]2[CH:13]=[CH:12][CH:11]=[CH:10][N:9]=2)=[C:6]([NH2:14])[NH:5][N:4]=1)[CH3:2].[Cl:15][C:16]1[CH:21]=[CH:20][C:19]([C:22](=O)[CH2:23][C:24](OCC)=[O:25])=[CH:18][CH:17]=1. Given the product [Cl:15][C:16]1[CH:17]=[CH:18][C:19]([C:22]2[NH:14][C:6]3[N:5]([N:4]=[C:3]([CH2:1][CH3:2])[C:7]=3[C:8]3[CH:13]=[CH:12][CH:11]=[CH:10][N:9]=3)[C:24](=[O:25])[CH:23]=2)=[CH:20][CH:21]=1, predict the reactants needed to synthesize it. (2) Given the product [C:1]1([C:14]2[CH:19]=[CH:18][CH:17]=[CH:16][CH:15]=2)[CH:2]=[CH:3][C:4]([NH:7][C:8](=[O:13])[CH2:9][C:10](=[O:12])[N:53]2[CH2:58][CH2:57][CH:56]([NH:59][C:60]3[CH:65]=[CH:64][CH:63]=[CH:62][C:61]=3[CH3:66])[CH2:55][CH2:54]2)=[CH:5][CH:6]=1, predict the reactants needed to synthesize it. The reactants are: [C:1]1([C:14]2[CH:19]=[CH:18][CH:17]=[CH:16][CH:15]=2)[CH:6]=[CH:5][C:4]([NH:7][C:8](=[O:13])[CH2:9][C:10]([OH:12])=O)=[CH:3][CH:2]=1.CCN(C(C)C)C(C)C.C1C=CC2N(O)N=NC=2C=1.CCN=C=NCCCN(C)C.Cl.Cl.Cl.[NH:53]1[CH2:58][CH2:57][CH:56]([NH:59][C:60]2[CH:65]=[CH:64][CH:63]=[CH:62][C:61]=2[CH3:66])[CH2:55][CH2:54]1. (3) The reactants are: C1(OC)C=CC=CC=1.[Br:9][C:10]1[CH:11]=[CH:12][C:13](/[C:18](/[C:37]2[CH:42]=[CH:41][C:40]([C:43]([CH3:46])([CH3:45])[CH3:44])=[CH:39][CH:38]=2)=[CH:19]/[C@@H:20]2[N:24](CC3C=CC(OC)=CC=3OC)[C:23](=[O:36])[CH2:22][CH2:21]2)=[N:14][C:15]=1[O:16][CH3:17]. Given the product [Br:9][C:10]1[CH:11]=[CH:12][C:13](/[C:18](/[C:37]2[CH:38]=[CH:39][C:40]([C:43]([CH3:46])([CH3:45])[CH3:44])=[CH:41][CH:42]=2)=[CH:19]/[C@@H:20]2[NH:24][C:23](=[O:36])[CH2:22][CH2:21]2)=[N:14][C:15]=1[O:16][CH3:17], predict the reactants needed to synthesize it. (4) Given the product [CH:9]1([C:5]2([CH2:14][CH2:15][NH:16][C:17](=[O:25])[CH2:18][CH2:19][C:20]3[O:21][CH:22]=[CH:23][CH:24]=3)[CH2:4][C:3]([OH:26])=[C:2]([S:63][C:61]3[N:62]=[C:55]4[N:54]=[C:53]([CH3:52])[CH:58]=[C:57]([CH3:59])[N:56]4[N:60]=3)[C:7](=[O:8])[O:6]2)[CH2:13][CH2:12][CH2:11][CH2:10]1, predict the reactants needed to synthesize it. The reactants are: Cl[CH:2]1[C:7](=[O:8])[O:6][C:5]([CH2:14][CH2:15][NH:16][C:17](=[O:25])[CH2:18][CH2:19][C:20]2[O:21][CH:22]=[CH:23][CH:24]=2)([CH:9]2[CH2:13][CH2:12][CH2:11][CH2:10]2)[CH2:4][C:3]1=[O:26].ClC1C(=O)CC(C2CCCC2)(CCC#CC2C=CC=C(O)C=2)OC1=O.[CH3:52][C:53]1[CH:58]=[C:57]([CH3:59])[N:56]2[N:60]=[C:61]([SH:63])[N:62]=[C:55]2[N:54]=1. (5) Given the product [OH:27][C@@H:24]1[CH2:25][CH2:26][N:22]([C:3]2[C:2]([B:28]3[O:32][C:31]([CH3:34])([CH3:33])[C:30]([CH3:36])([CH3:35])[O:29]3)=[CH:21][C:6]([C:7]([NH:9][C:10]3[CH:15]=[CH:14][C:13]([O:16][C:17]([F:20])([F:19])[F:18])=[CH:12][CH:11]=3)=[O:8])=[CH:5][N:4]=2)[CH2:23]1, predict the reactants needed to synthesize it. The reactants are: Br[C:2]1[C:3]([N:22]2[CH2:26][CH2:25][C@@H:24]([OH:27])[CH2:23]2)=[N:4][CH:5]=[C:6]([CH:21]=1)[C:7]([NH:9][C:10]1[CH:15]=[CH:14][C:13]([O:16][C:17]([F:20])([F:19])[F:18])=[CH:12][CH:11]=1)=[O:8].[B:28]1([B:28]2[O:32][C:31]([CH3:34])([CH3:33])[C:30]([CH3:36])([CH3:35])[O:29]2)[O:32][C:31]([CH3:34])([CH3:33])[C:30]([CH3:36])([CH3:35])[O:29]1.COC1C=CC=C(OC)C=1C1C=CC=CC=1P(C1CCCCC1)C1CCCCC1.[O-]P([O-])([O-])=O.[K+].[K+].[K+]. (6) Given the product [F:33][C:30]1[CH:29]=[CH:28][C:27]([C:26]2[N:25]([CH2:34][CH2:35][CH2:36][CH2:37][CH3:38])[N:24]=[C:23]([CH3:39])[C:22]=2[C:9]2[CH:10]=[CH:11][C:12]3[O:17][CH2:16][C:15](=[O:18])[NH:14][C:13]=3[CH:19]=2)=[CH:32][CH:31]=1, predict the reactants needed to synthesize it. The reactants are: CC1(C)C(C)(C)OB([C:9]2[CH:10]=[CH:11][C:12]3[O:17][CH2:16][C:15](=[O:18])[NH:14][C:13]=3[CH:19]=2)O1.Br[C:22]1[C:23]([CH3:39])=[N:24][N:25]([CH2:34][CH2:35][CH2:36][CH2:37][CH3:38])[C:26]=1[C:27]1[CH:32]=[CH:31][C:30]([F:33])=[CH:29][CH:28]=1.C(=O)([O-])[O-].[Cs+].[Cs+].O.